This data is from Full USPTO retrosynthesis dataset with 1.9M reactions from patents (1976-2016). The task is: Predict the reactants needed to synthesize the given product. Given the product [Cl:1][C:2]1[CH:30]=[CH:29][CH:28]=[CH:27][C:3]=1[CH:4]1[C:34]([C:33]([O:32][CH3:31])=[O:38])=[C:35]([CH3:36])[NH:37][C:10]([CH2:12][O:13][CH2:14][CH2:15][N:16]2[C:20](=[O:21])[C:19]3[C:18](=[CH:25][CH:24]=[CH:23][CH:22]=3)[C:17]2=[O:26])=[C:5]1[C:6]([O:8][CH3:9])=[O:7], predict the reactants needed to synthesize it. The reactants are: [Cl:1][C:2]1[CH:30]=[CH:29][CH:28]=[CH:27][C:3]=1[CH:4]=[C:5]([C:10]([CH2:12][O:13][CH2:14][CH2:15][N:16]1[C:20](=[O:21])[C:19]2=[CH:22][CH:23]=[CH:24][CH:25]=[C:18]2[C:17]1=[O:26])=O)[C:6]([O:8][CH3:9])=[O:7].[CH3:31][O:32][C:33](=[O:38])/[CH:34]=[C:35](\[NH2:37])/[CH3:36].